Task: Predict the reactants needed to synthesize the given product.. Dataset: Retrosynthesis with 50K atom-mapped reactions and 10 reaction types from USPTO (1) Given the product CCOc1ccc(CO)cc1Br, predict the reactants needed to synthesize it. The reactants are: CCI.OCc1ccc(O)c(Br)c1. (2) Given the product C[C@H](Nc1nc(Cl)ncc1F)c1nc2ccn(C)c2cc1-c1ccnn1C, predict the reactants needed to synthesize it. The reactants are: C[C@H](N)c1nc2ccn(C)c2cc1-c1ccnn1C.Fc1cnc(Cl)nc1Cl. (3) The reactants are: CCOC(=O)c1cc2c(n1CC#N)CCCC2. Given the product CCOC(=O)c1cc2c(n1CCN)CCCC2, predict the reactants needed to synthesize it.